From a dataset of Forward reaction prediction with 1.9M reactions from USPTO patents (1976-2016). Predict the product of the given reaction. (1) Given the reactants Br[CH2:2][CH2:3][CH2:4][C:5]([C:20]#[N:21])([C:10]1[CH:15]=[CH:14][C:13]([O:16][CH3:17])=[C:12]([O:18][CH3:19])[CH:11]=1)[C:6]([O:8][CH3:9])=[O:7].[CH3:22][NH:23][CH2:24][CH2:25][C:26]1[CH:27]=[C:28]([CH:33]=[CH:34][CH:35]=1)[C:29]([O:31][CH3:32])=[O:30], predict the reaction product. The product is: [C:20]([C:5]([C:10]1[CH:15]=[CH:14][C:13]([O:16][CH3:17])=[C:12]([O:18][CH3:19])[CH:11]=1)([C:6]([O:8][CH3:9])=[O:7])[CH2:4][CH2:3][CH2:2][N:23]([CH3:22])[CH2:24][CH2:25][C:26]1[CH:27]=[C:28]([CH:33]=[CH:34][CH:35]=1)[C:29]([O:31][CH3:32])=[O:30])#[N:21]. (2) Given the reactants [NH2:1][C:2]1[N:6]([C:7]2[CH:16]=[CH:15][C:10]3[NH:11][C:12]([CH3:14])=[N:13][C:9]=3[CH:8]=2)[N:5]=[CH:4][C:3]=1[C:17]([C:19]1[N:20]([S:29]([C:32]2[CH:37]=[CH:36][CH:35]=[CH:34][CH:33]=2)(=[O:31])=[O:30])[C:21]2[C:26]([CH:27]=1)=[CH:25][C:24](I)=[CH:23][CH:22]=2)=[O:18].[Cu][C:39]#[N:40].CN1CCCC1=O.O.N, predict the reaction product. The product is: [NH2:1][C:2]1[N:6]([C:7]2[CH:16]=[CH:15][C:10]3[NH:11][C:12]([CH3:14])=[N:13][C:9]=3[CH:8]=2)[N:5]=[CH:4][C:3]=1[C:17]([C:19]1[N:20]([S:29]([C:32]2[CH:37]=[CH:36][CH:35]=[CH:34][CH:33]=2)(=[O:31])=[O:30])[C:21]2[C:26]([CH:27]=1)=[CH:25][C:24]([C:39]#[N:40])=[CH:23][CH:22]=2)=[O:18].